From a dataset of Forward reaction prediction with 1.9M reactions from USPTO patents (1976-2016). Predict the product of the given reaction. (1) Given the reactants [I:1][C:2]1[CH:3]=[N:4][NH:5][CH:6]=1.[H-].[Na+].I[CH2:10][CH2:11][F:12], predict the reaction product. The product is: [F:12][CH2:11][CH2:10][N:4]1[CH:3]=[C:2]([I:1])[CH:6]=[N:5]1. (2) Given the reactants [C:1]([O:5][C:6](=[O:29])[NH:7][CH2:8][C:9]1[CH:14]=[CH:13][C:12]([C:15]2[CH:20]=[CH:19][CH:18]=[C:17]([NH:21][C:22]3[N:27]=[C:26](Cl)[N:25]=[CH:24][N:23]=3)[CH:16]=2)=[CH:11][CH:10]=1)([CH3:4])([CH3:3])[CH3:2].[C-]#N.[K+].[N:33]12CCN(CC1)C[CH2:34]2, predict the reaction product. The product is: [C:1]([O:5][C:6](=[O:29])[NH:7][CH2:8][C:9]1[CH:14]=[CH:13][C:12]([C:15]2[CH:20]=[CH:19][CH:18]=[C:17]([NH:21][C:22]3[N:27]=[C:26]([C:34]#[N:33])[N:25]=[CH:24][N:23]=3)[CH:16]=2)=[CH:11][CH:10]=1)([CH3:4])([CH3:3])[CH3:2]. (3) Given the reactants [CH3:1][C:2]1[N:7]=[C:6]([C:8]2[C:17]3[C:12](=[CH:13][CH:14]=[CH:15][CH:16]=3)[C:11](C(O)=O)=[CH:10][CH:9]=2)[CH:5]=[CH:4][CH:3]=1.C([N:23]([CH2:26]C)CC)C.C1(P(N=[N+]=[N-])(C2C=CC=CC=2)=[O:35])C=CC=CC=1.[CH3:45][O:46][C:47]1[CH:48]=[C:49]2[C:53](=[CH:54][C:55]=1[N:56]1[CH2:61][C@H:60]([CH3:62])[N:59]([CH3:63])[C@H:58]([CH3:64])[CH2:57]1)[NH:52][CH2:51][CH2:50]2, predict the reaction product. The product is: [CH3:45][O:46][C:47]1[CH:48]=[C:49]2[C:53](=[CH:54][C:55]=1[N:56]1[CH2:57][C@H:58]([CH3:64])[N:59]([CH3:63])[C@H:60]([CH3:62])[CH2:61]1)[N:52]([C:26]([NH:23][C:11]1[C:12]3[C:17](=[CH:16][CH:15]=[CH:14][CH:13]=3)[C:8]([C:6]3[CH:5]=[CH:4][CH:3]=[C:2]([CH3:1])[N:7]=3)=[CH:9][CH:10]=1)=[O:35])[CH2:51][CH2:50]2.